Dataset: Reaction yield outcomes from USPTO patents with 853,638 reactions. Task: Predict the reaction yield, written as a fraction of the theoretical maximum amount of product (1.0 means a 100% yield; for example, 0.34 means a 34% yield). The reactants are [C:1]([O:4][CH2:5][CH:6]([C:12]1[CH:17]=[CH:16][C:15]([NH2:18])=[CH:14][CH:13]=1)[CH2:7][O:8][C:9](=[O:11])[CH3:10])(=[O:3])[CH3:2].C1C(=O)N([Br:26])C(=O)C1. The catalyst is C(Cl)Cl. The product is [C:9]([O:8][CH2:7][CH:6]([C:12]1[CH:17]=[CH:16][C:15]([NH2:18])=[C:14]([Br:26])[CH:13]=1)[CH2:5][O:4][C:1](=[O:3])[CH3:2])(=[O:11])[CH3:10]. The yield is 0.890.